Dataset: Full USPTO retrosynthesis dataset with 1.9M reactions from patents (1976-2016). Task: Predict the reactants needed to synthesize the given product. Given the product [Cl:24][C:22]1[N:21]=[CH:20][C:19]2[C@:15]3([C@H:26]([CH2:28][C:29]([CH3:32])([CH3:31])[CH3:30])[N:27]4[C@H:44]([CH2:43][OH:46])[N:10]([C:7]5[CH:8]=[CH:9][C:4]([C:1]([NH2:2])=[O:3])=[CH:5][C:6]=5[O:41][CH3:42])[C:11](=[O:12])[C@H:13]4[C@@H:14]3[C:33]3[CH:38]=[CH:37][CH:36]=[C:35]([Cl:39])[C:34]=3[F:40])[C:16](=[O:25])[N:17]([CH:56]([OH:57])[CH2:55][OH:54])[C:18]=2[CH:23]=1, predict the reactants needed to synthesize it. The reactants are: [C:1]([C:4]1[CH:9]=[CH:8][C:7]([NH:10][C:11]([C@@H:13]2[NH:27][C@@H:26]([CH2:28][C:29]([CH3:32])([CH3:31])[CH3:30])[C@:15]3([C:19]4[CH:20]=[N:21][C:22]([Cl:24])=[CH:23][C:18]=4[NH:17][C:16]3=[O:25])[C@H:14]2[C:33]2[CH:38]=[CH:37][CH:36]=[C:35]([Cl:39])[C:34]=2[F:40])=[O:12])=[C:6]([O:41][CH3:42])[CH:5]=1)(=[O:3])[NH2:2].[C:43]([OH:46])(=O)[CH3:44].[Si]([O:54][CH2:55][CH:56]=[O:57])(C(C)(C)C)(C)C.[OH-].[Na+].